This data is from TCR-epitope binding with 47,182 pairs between 192 epitopes and 23,139 TCRs. The task is: Binary Classification. Given a T-cell receptor sequence (or CDR3 region) and an epitope sequence, predict whether binding occurs between them. (1) The epitope is GILGFVFTL. The TCR CDR3 sequence is CSARDLAPSSYNSPLHF. Result: 0 (the TCR does not bind to the epitope). (2) The epitope is RPRGEVRFL. The TCR CDR3 sequence is CASSPYGETSKFF. Result: 0 (the TCR does not bind to the epitope). (3) The epitope is NEGVKAAW. The TCR CDR3 sequence is CSVGPGRPGYTF. Result: 1 (the TCR binds to the epitope). (4) The epitope is HPKVSSEVHI. The TCR CDR3 sequence is CSATSRDRGLEQYF. Result: 1 (the TCR binds to the epitope). (5) The epitope is VLWAHGFEL. The TCR CDR3 sequence is CASSSTGGAYNEQFF. Result: 1 (the TCR binds to the epitope). (6) The epitope is AVFDRKSDAK. The TCR CDR3 sequence is CASSGAGGTDTQYF. Result: 1 (the TCR binds to the epitope).